Dataset: Peptide-MHC class II binding affinity with 134,281 pairs from IEDB. Task: Regression. Given a peptide amino acid sequence and an MHC pseudo amino acid sequence, predict their binding affinity value. This is MHC class II binding data. The MHC is HLA-DQA10401-DQB10402 with pseudo-sequence HLA-DQA10401-DQB10402. The binding affinity (normalized) is 0.487. The peptide sequence is AAATAGTTVYGAFAM.